This data is from Forward reaction prediction with 1.9M reactions from USPTO patents (1976-2016). The task is: Predict the product of the given reaction. (1) Given the reactants C[O:2][C:3](=[O:35])[CH2:4][CH2:5][NH:6][CH2:7][C:8]1[CH:13]=[C:12]([Cl:14])[CH:11]=[CH:10][C:9]=1[O:15][CH2:16][C:17]([N:19]1[CH2:24][C@H:23]([CH3:25])[N:22]([CH2:26][C:27]2[CH:32]=[CH:31][C:30]([F:33])=[CH:29][CH:28]=2)[CH2:21][C@H:20]1[CH3:34])=[O:18].O.[OH-].[Li+], predict the reaction product. The product is: [Cl:14][C:12]1[CH:11]=[CH:10][C:9]([O:15][CH2:16][C:17]([N:19]2[CH2:24][C@H:23]([CH3:25])[N:22]([CH2:26][C:27]3[CH:28]=[CH:29][C:30]([F:33])=[CH:31][CH:32]=3)[CH2:21][C@H:20]2[CH3:34])=[O:18])=[C:8]([CH:13]=1)[CH2:7][NH:6][CH2:5][CH2:4][C:3]([OH:35])=[O:2]. (2) Given the reactants Cl[C:2]1[CH:7]=[C:6]([CH:8]2[CH2:10][CH2:9]2)[N:5]=[CH:4][N:3]=1.[F:11][C:12]([F:25])([F:24])[C:13]1[NH:23][C:16]2=[N:17][CH:18]=[C:19]([CH2:21][NH2:22])[CH:20]=[C:15]2[CH:14]=1.CCN(C(C)C)C(C)C.O, predict the reaction product. The product is: [CH:8]1([C:6]2[N:5]=[CH:4][N:3]=[C:2]([NH:22][CH2:21][C:19]3[CH:20]=[C:15]4[CH:14]=[C:13]([C:12]([F:25])([F:24])[F:11])[NH:23][C:16]4=[N:17][CH:18]=3)[CH:7]=2)[CH2:10][CH2:9]1.